Dataset: Reaction yield outcomes from USPTO patents with 853,638 reactions. Task: Predict the reaction yield, written as a fraction of the theoretical maximum amount of product (1.0 means a 100% yield; for example, 0.34 means a 34% yield). (1) The reactants are [BH4-].[Li+].C[O:4][C:5]([C:7]1[N:11]=[CH:10][N:9]([C:12]2[CH:17]=[CH:16][CH:15]=[C:14]([Cl:18])[CH:13]=2)[N:8]=1)=O.O.[H-]. The catalyst is CC(O)C.CCOC(C)=O. The product is [Cl:18][C:14]1[CH:13]=[C:12]([N:9]2[CH:10]=[N:11][C:7]([CH2:5][OH:4])=[N:8]2)[CH:17]=[CH:16][CH:15]=1. The yield is 0.420. (2) The reactants are Br[C:2]1[C:3]([C:11]2[CH:16]=[CH:15][C:14]([F:17])=[CH:13][CH:12]=2)=[N:4][N:5]([CH2:7][CH2:8][O:9][CH3:10])[CH:6]=1.C(OC(=O)[NH:24][C:25]1[CH:30]=[C:29](B2OC(C)(C)C(C)(C)O2)[CH:28]=[CH:27][N:26]=1)(C)(C)C.C(=O)([O-])[O-].[Na+].[Na+]. The catalyst is O1CCOCC1.C1CCC(P(C2CCCCC2)C2CCCCC2)CC1.C1CCC(P(C2CCCCC2)C2CCCCC2)CC1.[Cl-].[Cl-].[Pd+2]. The product is [F:17][C:14]1[CH:15]=[CH:16][C:11]([C:3]2[C:2]([C:29]3[CH:28]=[CH:27][N:26]=[C:25]([NH2:24])[CH:30]=3)=[CH:6][N:5]([CH2:7][CH2:8][O:9][CH3:10])[N:4]=2)=[CH:12][CH:13]=1. The yield is 0.860.